Predict the product of the given reaction. From a dataset of Forward reaction prediction with 1.9M reactions from USPTO patents (1976-2016). (1) Given the reactants [CH:1]1([C:4]2[N:8]([C:9]3[CH:14]=[CH:13][CH:12]=[C:11]([C:15]([F:18])([F:17])[F:16])[CH:10]=3)[N:7]=[C:6]([CH3:19])[C:5]=2[C:20](O)=[O:21])[CH2:3][CH2:2]1.Cl.Cl.[CH3:25][C@H:26]1[C@H:31]([N:32]2[CH2:36][CH2:35][CH2:34][CH2:33]2)[CH2:30][CH2:29][NH:28][CH2:27]1, predict the reaction product. The product is: [CH:1]1([C:4]2[N:8]([C:9]3[CH:14]=[CH:13][CH:12]=[C:11]([C:15]([F:16])([F:18])[F:17])[CH:10]=3)[N:7]=[C:6]([CH3:19])[C:5]=2[C:20]([N:28]2[CH2:29][CH2:30][C@H:31]([N:32]3[CH2:33][CH2:34][CH2:35][CH2:36]3)[C@@H:26]([CH3:25])[CH2:27]2)=[O:21])[CH2:2][CH2:3]1. (2) Given the reactants B([C:4]1[CH:15]=[C:14]([Cl:16])[CH:13]=[CH:12][C:5]=1[O:6][C@@H:7]([CH3:11])[C:8]([OH:10])=[O:9])(O)O.Br[C:18]1[CH:32]=[CH:31][C:21]([C:22]([N:24]([CH:28]([CH3:30])[CH3:29])[CH:25]([CH3:27])[CH3:26])=[O:23])=[C:20]([F:33])[CH:19]=1.C(=O)([O-])[O-].[Na+].[Na+], predict the reaction product. The product is: [CH3:27][CH:25]([N:24]([CH:28]([CH3:30])[CH3:29])[C:22]([C:21]1[CH:31]=[CH:32][C:18]([C:4]2[CH:15]=[C:14]([Cl:16])[CH:13]=[CH:12][C:5]=2[O:6][C@@H:7]([CH3:11])[C:8]([OH:10])=[O:9])=[CH:19][C:20]=1[F:33])=[O:23])[CH3:26]. (3) Given the reactants [O:1]=[C:2]1[NH:14][C:12]2[C:13]3[C:5](=[CH:6][N:7]([CH2:15][C:16]([O:18]CCCC)=[O:17])[C:8]=3[CH:9]=[CH:10][CH:11]=2)[CH2:4][CH2:3]1.C(O)(C(F)(F)F)=O, predict the reaction product. The product is: [O:1]=[C:2]1[NH:14][C:12]2[C:13]3[C:5](=[CH:6][N:7]([CH2:15][C:16]([OH:18])=[O:17])[C:8]=3[CH:9]=[CH:10][CH:11]=2)[CH2:4][CH2:3]1. (4) Given the reactants [CH2:1]([O:3][C:4](=[O:15])[CH:5]([CH3:14])[CH2:6][NH:7][CH:8]1[CH2:13][CH2:12][O:11][CH2:10][CH2:9]1)[CH3:2].[Cl:16][C:17]1[N:22]=[C:21](Cl)[C:20]([N+:24]([O-:26])=[O:25])=[CH:19][N:18]=1.C(=O)(O)[O-].[K+], predict the reaction product. The product is: [CH2:1]([O:3][C:4](=[O:15])[CH:5]([CH3:14])[CH2:6][N:7]([C:19]1[C:20]([N+:24]([O-:26])=[O:25])=[CH:21][N:22]=[C:17]([Cl:16])[N:18]=1)[CH:8]1[CH2:13][CH2:12][O:11][CH2:10][CH2:9]1)[CH3:2]. (5) Given the reactants [CH3:1][Si:2]1([CH3:12])[O:7][Si:6]([CH3:9])([CH3:8])[O:5][Si:4]([CH3:11])([CH3:10])[O:3]1.[C:13]([O:18][Si:19](C)([CH3:21])[CH3:20])(=[O:17])[C:14]([CH3:16])=[CH2:15].[CH3:23]OC1C=CC(O)=CC=1.C(N(CC)CC)C, predict the reaction product. The product is: [CH3:23][Si:2]([CH3:12])([CH3:1])[O:3][Si:4]([CH3:11])([CH3:10])[O:5][Si:6]([CH3:9])([CH3:8])[O:7][Si:19]([CH3:21])([CH3:20])[O:18][C:13](=[O:17])[C:14]([CH3:16])=[CH2:15]. (6) The product is: [CH2:1]([O:3][C:4]1([CH2:15][O:16][CH2:20][CH2:21][CH2:22][CH2:23][CH2:24][CH2:25][CH3:26])[CH2:9][O:8][C:7]([O:12][CH2:13][CH3:14])([CH2:10][O:11][CH2:20][CH2:21][CH2:22][CH2:23][CH2:24][CH2:25][CH3:26])[CH2:6][O:5]1)[CH3:2]. Given the reactants [CH2:1]([O:3][C:4]1([CH2:15][OH:16])[CH2:9][O:8][C:7]([O:12][CH2:13][CH3:14])([CH2:10][OH:11])[CH2:6][O:5]1)[CH3:2].[OH-].[K+].Br[CH2:20][CH2:21][CH2:22][CH2:23][CH2:24][CH2:25][CH3:26].O, predict the reaction product. (7) Given the reactants [Br:1][C:2]1[CH:3]=[C:4]([C:11]([CH3:29])([CH3:28])[CH2:12][C@:13]([CH2:19]SC2C=CC(C)=CC=2)([OH:18])[C:14]([F:17])([F:16])[F:15])[C:5]2[O:9][CH2:8][CH2:7][C:6]=2[CH:10]=1.F[B-](F)(F)F.C[O+](C)C.C(=O)([O-])[O-].[K+].[K+].C(=O)(O)[O-].[Na+], predict the reaction product. The product is: [Br:1][C:2]1[CH:3]=[C:4]([C:11]([CH3:28])([CH3:29])[CH2:12][C@:13]2([C:14]([F:17])([F:15])[F:16])[CH2:19][O:18]2)[C:5]2[O:9][CH2:8][CH2:7][C:6]=2[CH:10]=1. (8) Given the reactants C([O-])(=O)C.[Pb+4].C([O-])(=O)C.C([O-])(=O)C.C([O-])(=O)C.[Cl:18][C:19]1[CH:20]=[C:21]2[C:25](=[CH:26][CH:27]=1)[C@@H:24]([NH:28][C@H](C1C=CC=CC=1)CO)[CH2:23][C:22]2([CH3:39])[CH3:38].C(=O)([O-])[O-].[Na+].[Na+].C(Cl)Cl, predict the reaction product. The product is: [ClH:18].[Cl:18][C:19]1[CH:20]=[C:21]2[C:25](=[CH:26][CH:27]=1)[C@@H:24]([NH2:28])[CH2:23][C:22]2([CH3:39])[CH3:38]. (9) Given the reactants Cl.[NH:2]1[CH2:7][CH2:6][CH:5]([NH:8][C:9]2[O:10][C:11]3[CH:17]=[CH:16][C:15]([O:18][S:19]([CH3:22])(=[O:21])=[O:20])=[CH:14][C:12]=3[N:13]=2)[CH2:4][CH2:3]1.[CH:23]([O:26][C:27]1[CH:28]=[C:29]([CH:32]=[C:33]([O:35][CH:36]([CH3:38])[CH3:37])[CH:34]=1)[CH:30]=O)([CH3:25])[CH3:24].OC1C=C(C=C(O)C=1)C=O.IC(C)C.C([O-])([O-])=O.[K+].[K+].C([BH3-])#N.[Na+].C(N(C(C)C)C(C)C)C, predict the reaction product. The product is: [CH:36]([O:35][C:33]1[CH:32]=[C:29]([CH:28]=[C:27]([O:26][CH:23]([CH3:25])[CH3:24])[CH:34]=1)[CH2:30][N:2]1[CH2:3][CH2:4][CH:5]([NH:8][C:9]2[O:10][C:11]3[CH:17]=[CH:16][C:15]([O:18][S:19]([CH3:22])(=[O:20])=[O:21])=[CH:14][C:12]=3[N:13]=2)[CH2:6][CH2:7]1)([CH3:37])[CH3:38].